From a dataset of Reaction yield outcomes from USPTO patents with 853,638 reactions. Predict the reaction yield, written as a fraction of the theoretical maximum amount of product (1.0 means a 100% yield; for example, 0.34 means a 34% yield). (1) The reactants are [OH:1][C:2]1([C:11]#[C:12][C:13]2[CH:22]=[CH:21][CH:20]=[CH:19][C:14]=2[C:15]([O:17]C)=[O:16])[CH:7]([CH3:8])[CH2:6][CH2:5][CH2:4][C:3]1([CH3:10])[CH3:9].O.[OH-].[Na+].Cl. The catalyst is C(O)C. The product is [OH:1][C:2]1([C:11]#[C:12][C:13]2[CH:22]=[CH:21][CH:20]=[CH:19][C:14]=2[C:15]([OH:17])=[O:16])[CH:7]([CH3:8])[CH2:6][CH2:5][CH2:4][C:3]1([CH3:9])[CH3:10]. The yield is 0.890. (2) The reactants are [CH3:1][CH2:2][N:3]([CH2:6][CH2:7][NH:8][C:9]([C:11]1[C:12]([CH3:29])=[C:13](/[CH:17]=[C:18]2/[C:19]3[CH:20]=[C:21]([F:28])[CH:22]=[CH:23][C:24]=3[NH:25][C:26]/2=[O:27])[NH:14][C:15]=1[CH3:16])=[O:10])[CH2:4][CH3:5].[CH:30]1[C:35](/[CH:36]=[CH:37]/[C:38]([OH:40])=[O:39])=[CH:34][CH:33]=[C:32]([OH:41])[CH:31]=1. The catalyst is CO. The product is [CH3:1][CH2:2][N:3]([CH2:6][CH2:7][NH:8][C:9]([C:11]1[C:12]([CH3:29])=[C:13](/[CH:17]=[C:18]2/[C:19]3[CH:20]=[C:21]([F:28])[CH:22]=[CH:23][C:24]=3[NH:25][C:26]/2=[O:27])[NH:14][C:15]=1[CH3:16])=[O:10])[CH2:4][CH3:5].[C:38]([O-:40])(=[O:39])/[CH:37]=[CH:36]/[C:35]1[CH:34]=[CH:33][C:32]([OH:41])=[CH:31][CH:30]=1. The yield is 0.780. (3) The reactants are [CH3:1][O:2][C:3]1[CH:4]=[CH:5][C:6]2[C:7]3[CH2:18][C:17]4[C:12](=[CH:13][CH:14]=[CH:15][CH:16]=4)[C:8]=3[NH:9][C:10]=2[CH:11]=1.[OH-].[Na+].I[CH3:22]. The catalyst is C1C=CC=CC=1.[I-].C([N+](CCCC)(CCCC)CCCC)CCC.O. The product is [CH3:1][O:2][C:3]1[CH:4]=[CH:5][C:6]2[C:7]3[CH2:18][C:17]4[C:12](=[CH:13][CH:14]=[CH:15][CH:16]=4)[C:8]=3[N:9]([CH3:22])[C:10]=2[CH:11]=1. The yield is 0.640. (4) The catalyst is O1CCCC1. The reactants are [CH:1]1([O:6][N:7]2C(=O)C3C(=CC=CC=3)C2=O)[CH2:5][CH2:4][CH2:3][CH2:2]1.NN.[N+:20]([C:23]1[CH:24]=[C:25]([S:29](Cl)(=[O:31])=[O:30])[CH:26]=[CH:27][CH:28]=1)([O-:22])=[O:21].C(N(CC)C(C)C)(C)C. The product is [CH:1]1([O:6][NH:7][S:29]([C:25]2[CH:26]=[CH:27][CH:28]=[C:23]([N+:20]([O-:22])=[O:21])[CH:24]=2)(=[O:30])=[O:31])[CH2:2][CH2:3][CH2:4][CH2:5]1. The yield is 0.870.